This data is from Catalyst prediction with 721,799 reactions and 888 catalyst types from USPTO. The task is: Predict which catalyst facilitates the given reaction. (1) Reactant: [CH3:1][C:2]1([CH3:34])[CH2:7][N:6]([C:8](=[O:20])[C:9]2[CH:14]=[CH:13][C:12]([N+:15]([O-])=O)=[C:11]([NH:18][CH3:19])[CH:10]=2)[CH2:5][CH2:4][N:3]1[C:21]([C:23]1[N:27]=[CH:26][N:25]([C:28]2[CH:33]=[CH:32][CH:31]=[CH:30][CH:29]=2)[N:24]=1)=[O:22]. Product: [NH2:15][C:12]1[CH:13]=[CH:14][C:9]([C:8]([N:6]2[CH2:5][CH2:4][N:3]([C:21]([C:23]3[N:27]=[CH:26][N:25]([C:28]4[CH:33]=[CH:32][CH:31]=[CH:30][CH:29]=4)[N:24]=3)=[O:22])[C:2]([CH3:34])([CH3:1])[CH2:7]2)=[O:20])=[CH:10][C:11]=1[NH:18][CH3:19]. The catalyst class is: 227. (2) Reactant: [C:1]([OH:11])(=O)/[CH:2]=[CH:3]\[CH2:4][CH2:5][C:6]#[C:7][C:8]#[CH:9].CCN(CC)CC.Cl.C(N=C=NCCCN(C)C)C.O.N1(O)C2C=CC=CC=2N=N1.[CH3:42][CH:43]([CH2:46][CH3:47])[CH2:44][NH2:45]. Product: [CH3:42][CH:43]([CH2:46][CH3:47])[CH2:44][NH:45][C:1](=[O:11])/[CH:2]=[CH:3]\[CH2:4][CH2:5][C:6]#[C:7][C:8]#[CH:9]. The catalyst class is: 35. (3) Reactant: [CH3:1][C:2]1[CH:11]=[CH:10][CH:9]=[C:8]([N+:12]([O-])=O)[C:3]=1[C:4]([O:6][CH3:7])=[O:5]. Product: [CH3:1][C:2]1[CH:11]=[CH:10][CH:9]=[C:8]([NH2:12])[C:3]=1[C:4]([O:6][CH3:7])=[O:5]. The catalyst class is: 19. (4) Reactant: O=[C:2]([CH3:13])[CH2:3][CH2:4][CH2:5][CH2:6][CH2:7][CH2:8][C:9]([O:11][CH3:12])=[O:10].[NH2:14][C:15]1[C:20]([CH:21]=O)=[CH:19][CH:18]=[CH:17][N:16]=1.N1CCC[C@H]1C(O)=O. Product: [CH3:12][O:11][C:9](=[O:10])[CH2:8][CH2:7][CH2:6][CH2:5][CH2:4][CH2:3][C:2]1[CH:13]=[CH:21][C:20]2[C:15](=[N:16][CH:17]=[CH:18][CH:19]=2)[N:14]=1. The catalyst class is: 8. (5) Reactant: I[C:2]1[N:11]=[CH:10][C:9]2[C:4](=[CH:5][CH:6]=[C:7]([C:12]3[CH:17]=[CH:16][CH:15]=[CH:14][C:13]=3[CH3:18])[CH:8]=2)[N:3]=1.[NH2:19][CH2:20][CH2:21][C:22]1[CH:23]=[N:24][CH:25]=[CH:26][CH:27]=1. Product: [CH3:18][C:13]1[CH:14]=[CH:15][CH:16]=[CH:17][C:12]=1[C:7]1[CH:8]=[C:9]2[C:4](=[CH:5][CH:6]=1)[N:3]=[C:2]([NH:19][CH2:20][CH2:21][C:22]1[CH:23]=[N:24][CH:25]=[CH:26][CH:27]=1)[N:11]=[CH:10]2. The catalyst class is: 32.